From a dataset of Reaction yield outcomes from USPTO patents with 853,638 reactions. Predict the reaction yield, written as a fraction of the theoretical maximum amount of product (1.0 means a 100% yield; for example, 0.34 means a 34% yield). The reactants are [Cl:1][C:2]1[CH:3]=[C:4]([CH:17]=[CH:18][C:19]=1[O:20][CH2:21][C:22]1[CH:26]=[C:25]([CH3:27])[O:24][N:23]=1)[NH:5][C:6]1[C:15]2[C:10](=[CH:11][CH:12]=[CH:13][C:14]=2F)[N:9]=[CH:8][N:7]=1.[CH3:28][N:29]([CH3:34])[CH2:30][CH:31]([OH:33])[CH3:32]. No catalyst specified. The product is [Cl:1][C:2]1[CH:3]=[C:4]([CH:17]=[CH:18][C:19]=1[O:20][CH2:21][C:22]1[CH:26]=[C:25]([CH3:27])[O:24][N:23]=1)[NH:5][C:6]1[C:15]2[C:10](=[CH:11][CH:12]=[CH:13][C:14]=2[O:33][CH:31]([CH3:32])[CH2:30][N:29]([CH3:34])[CH3:28])[N:9]=[CH:8][N:7]=1. The yield is 0.790.